Dataset: Reaction yield outcomes from USPTO patents with 853,638 reactions. Task: Predict the reaction yield, written as a fraction of the theoretical maximum amount of product (1.0 means a 100% yield; for example, 0.34 means a 34% yield). (1) The reactants are [N+:1]([C:4]1[CH:13]=[CH:12][C:11]([C:14]#[N:15])=[C:10]2[C:5]=1[CH:6]=[CH:7][CH:8]=[N:9]2)([O-])=O.CCO.[Cl-].[NH4+]. The catalyst is C1COCC1.[Fe]. The product is [NH2:1][C:4]1[CH:13]=[CH:12][C:11]([C:14]#[N:15])=[C:10]2[C:5]=1[CH:6]=[CH:7][CH:8]=[N:9]2. The yield is 1.00. (2) The reactants are [S:1]1[CH:5]=[CH:4][N:3]=[C:2]1[C:6]([NH:8][C@@H:9]1[CH2:14][CH2:13][CH2:12][N:11](C(OC(C)(C)C)=O)[CH2:10]1)=[O:7].Cl.CCOC(C)=O. The catalyst is CCOC(C)=O. The product is [NH:11]1[CH2:12][CH2:13][CH2:14][C@@H:9]([NH:8][C:6]([C:2]2[S:1][CH:5]=[CH:4][N:3]=2)=[O:7])[CH2:10]1. The yield is 0.930. (3) The reactants are Cl[C:2]1[N:10]=[C:9]2[C:5]([N:6]=[C:7]([CH:12]=[C:13]3[CH2:18][CH2:17][N:16]([C:19]([O:21][C:22]([CH3:25])([CH3:24])[CH3:23])=[O:20])[CH2:15][CH2:14]3)[N:8]2[CH3:11])=[C:4]([N:26]2[CH2:31][CH2:30][O:29][CH2:28][CH2:27]2)[N:3]=1.[CH3:32][C:33]1[NH:34][C:35]2[CH:41]=[CH:40][CH:39]=[CH:38][C:36]=2[N:37]=1.CC(C1C=C(C(C)C)C(C2C=CC=CC=2P(C2CCCCC2)C2CCCCC2)=C(C(C)C)C=1)C.C(=O)([O-])[O-].[Cs+].[Cs+]. The catalyst is CN(C=O)C.C1C=CC(/C=C/C(/C=C/C2C=CC=CC=2)=O)=CC=1.C1C=CC(/C=C/C(/C=C/C2C=CC=CC=2)=O)=CC=1.C1C=CC(/C=C/C(/C=C/C2C=CC=CC=2)=O)=CC=1.[Pd].[Pd]. The product is [CH3:11][N:8]1[C:7]([CH:12]=[C:13]2[CH2:14][CH2:15][N:16]([C:19]([O:21][C:22]([CH3:24])([CH3:23])[CH3:25])=[O:20])[CH2:17][CH2:18]2)=[N:6][C:5]2[C:9]1=[N:10][C:2]([N:34]1[C:35]3[CH:41]=[CH:40][CH:39]=[CH:38][C:36]=3[N:37]=[C:33]1[CH3:32])=[N:3][C:4]=2[N:26]1[CH2:27][CH2:28][O:29][CH2:30][CH2:31]1. The yield is 0.870. (4) The reactants are C[O:2][C:3]([C:5]1[S:6][C:7]([C:24]2[CH:29]=[CH:28][CH:27]=[CH:26][CH:25]=2)=[CH:8][C:9]=1[N:10]([CH:21]1[CH2:23][CH2:22]1)[C:11](=[O:20])[C:12]1[CH:17]=[CH:16][C:15]([Cl:18])=[CH:14][C:13]=1[Cl:19])=[O:4].[Li+].[OH-]. The catalyst is C1COCC1.CO.O. The product is [CH:21]1([N:10]([C:11](=[O:20])[C:12]2[CH:17]=[CH:16][C:15]([Cl:18])=[CH:14][C:13]=2[Cl:19])[C:9]2[CH:8]=[C:7]([C:24]3[CH:29]=[CH:28][CH:27]=[CH:26][CH:25]=3)[S:6][C:5]=2[C:3]([OH:4])=[O:2])[CH2:23][CH2:22]1. The yield is 0.270. (5) The reactants are [Br:1][C:2]1[CH:3]=[C:4]([NH:10][C:11]2[CH:16]=[CH:15][C:14]([N:17]3[CH2:22][CH2:21][NH:20][CH2:19][CH2:18]3)=[CH:13][N:12]=2)[C:5](=[O:9])[N:6]([CH3:8])[CH:7]=1.[O:23]1[CH2:26][C:25](=O)[CH2:24]1.[BH3-]C#N.[Na+].O. The catalyst is CO.[Cl-].[Zn+2].[Cl-]. The product is [Br:1][C:2]1[CH:3]=[C:4]([NH:10][C:11]2[CH:16]=[CH:15][C:14]([N:17]3[CH2:22][CH2:21][N:20]([CH:25]4[CH2:26][O:23][CH2:24]4)[CH2:19][CH2:18]3)=[CH:13][N:12]=2)[C:5](=[O:9])[N:6]([CH3:8])[CH:7]=1. The yield is 0.610. (6) The reactants are [N+:1]([C:4]1[CH:5]=[C:6]2[C:11](=[CH:12][CH:13]=1)[NH:10][C:9](=O)[CH2:8][CH2:7]2)([O-:3])=[O:2].B.C1COCC1. The catalyst is C1COCC1. The product is [N+:1]([C:4]1[CH:5]=[C:6]2[C:11](=[CH:12][CH:13]=1)[NH:10][CH2:9][CH2:8][CH2:7]2)([O-:3])=[O:2]. The yield is 0.576. (7) The reactants are [Cl:1][C:2]1[CH:3]=[CH:4][C:5]([S:11]([NH:14][CH2:15][CH2:16][CH3:17])(=[O:13])=[O:12])=[C:6]([CH:10]=1)[C:7]([OH:9])=O.ClC1C=C(C=CC=1S(NCCC)(=O)=O)C(O)=O.Cl.Cl.[CH3:37][C:38]1[N:42]([CH:43]2[CH2:49][CH:48]3[N:50]([CH2:51][CH2:52][C:53]4([C:59]5[CH:64]=[CH:63][CH:62]=[CH:61][CH:60]=5)[CH2:58][CH2:57][NH:56][CH2:55][CH2:54]4)[CH:45]([CH2:46][CH2:47]3)[CH2:44]2)[C:41]2[CH:65]=[CH:66][CH:67]=[CH:68][C:40]=2[N:39]=1.CC1N(C2CC3N(CCC4(C5C=CC=CC=5)CCN(C(C5C=CC=CC=5S(NC(=O)OC(C)(C)C)(=O)=O)=O)CC4)C(CC3)C2)C2C=CC=CC=2N=1. No catalyst specified. The product is [Cl:1][C:2]1[CH:3]=[CH:4][C:5]([S:11]([NH:14][CH2:15][CH2:16][CH3:17])(=[O:13])=[O:12])=[C:6]([C:7]([N:56]2[CH2:55][CH2:54][C:53]([CH2:52][CH2:51][N:50]3[CH:45]4[CH2:46][CH2:47][CH:48]3[CH2:49][CH:43]([N:42]3[C:41]5[CH:65]=[CH:66][CH:67]=[CH:68][C:40]=5[N:39]=[C:38]3[CH3:37])[CH2:44]4)([C:59]3[CH:60]=[CH:61][CH:62]=[CH:63][CH:64]=3)[CH2:58][CH2:57]2)=[O:9])[CH:10]=1. The yield is 0.110. (8) The yield is 0.760. The catalyst is C(Cl)Cl.CN(C1C=CN=CC=1)C. The product is [CH3:1][O:2][C:3](=[O:13])[C:4]1[CH:9]=[C:8]([CH:10]=[O:11])[CH:7]=[CH:6][C:5]=1[O:12][S:22]([C:25]([F:28])([F:27])[F:26])(=[O:23])=[O:21]. The reactants are [CH3:1][O:2][C:3](=[O:13])[C:4]1[CH:9]=[C:8]([CH:10]=[O:11])[CH:7]=[CH:6][C:5]=1[OH:12].CCN(CC)CC.[O:21](S(C(F)(F)F)(=O)=O)[S:22]([C:25]([F:28])([F:27])[F:26])(=O)=[O:23].[NH4+].[Cl-]. (9) The reactants are [Br:1][C:2]1[N:7]=[C:6]([C:8]([OH:10])=O)[CH:5]=[CH:4][CH:3]=1.[CH:11]1([NH2:17])[CH2:16][CH2:15][CH2:14][CH2:13][CH2:12]1.C(N(CC)C(C)C)(C)C.CN(C(ON1N=NC2C=CC=CC1=2)=[N+](C)C)C.F[P-](F)(F)(F)(F)F. The catalyst is C(#N)C. The product is [Br:1][C:2]1[N:7]=[C:6]([C:8]([NH:17][CH:11]2[CH2:16][CH2:15][CH2:14][CH2:13][CH2:12]2)=[O:10])[CH:5]=[CH:4][CH:3]=1. The yield is 0.940. (10) No catalyst specified. The product is [Cl:1][C:2]1[CH:3]=[C:4]2[C:9](=[CH:10][CH:11]=1)[N:8]=[C:7]([O:12][CH3:13])[C:6]([NH:14][C:15]([N:35]1[CH2:34][CH2:33][N:32]([C:24]3[CH:23]=[C:22]([O:21][CH3:20])[C:27]([O:28][CH3:29])=[C:26]([O:30][CH3:31])[CH:25]=3)[CH2:37][CH2:36]1)=[O:19])=[N:5]2. The yield is 0.840. The reactants are [Cl:1][C:2]1[CH:3]=[C:4]2[C:9](=[CH:10][CH:11]=1)[N:8]=[C:7]([O:12][CH3:13])[C:6]([NH:14][C:15](=[O:19])OCC)=[N:5]2.[CH3:20][O:21][C:22]1[CH:23]=[C:24]([N:32]2[CH2:37][CH2:36][NH:35][CH2:34][CH2:33]2)[CH:25]=[C:26]([O:30][CH3:31])[C:27]=1[O:28][CH3:29].